Task: Regression. Given a peptide amino acid sequence and an MHC pseudo amino acid sequence, predict their binding affinity value. This is MHC class II binding data.. Dataset: Peptide-MHC class II binding affinity with 134,281 pairs from IEDB The peptide sequence is GELQILDKIDAAFKI. The MHC is DRB5_0101 with pseudo-sequence DRB5_0101. The binding affinity (normalized) is 0.733.